Dataset: Reaction yield outcomes from USPTO patents with 853,638 reactions. Task: Predict the reaction yield, written as a fraction of the theoretical maximum amount of product (1.0 means a 100% yield; for example, 0.34 means a 34% yield). (1) The reactants are [I:1][C:2]1[C:3](=[O:21])[C:4]2[C:9]([O:10][C:11]=1[C:12]1[CH:17]=[CH:16][CH:15]=[CH:14][CH:13]=1)=[C:8]1[NH:18][N:19]=[CH:20][C:7]1=[CH:6][CH:5]=2.[H-].[Na+].I[CH3:25]. The catalyst is CN(C=O)C. The product is [I:1][C:2]1[C:3](=[O:21])[C:4]2[C:9]([O:10][C:11]=1[C:12]1[CH:17]=[CH:16][CH:15]=[CH:14][CH:13]=1)=[C:8]1[N:18]([CH3:25])[N:19]=[CH:20][C:7]1=[CH:6][CH:5]=2. The yield is 0.550. (2) The reactants are [CH3:1][C:2]([CH3:22])([CH3:21])[C@H:3]([NH:8][C:9]([C@H:11]([CH2:17][CH:18]([CH3:20])[CH3:19])[CH2:12][C:13](OC)=[O:14])=[O:10])[C:4]([NH:6][CH3:7])=[O:5].Cl.[NH2:24][OH:25].[OH-].[K+]. The catalyst is CO. The product is [CH3:1][C:2]([CH3:22])([CH3:21])[C@H:3]([NH:8][C:9](=[O:10])[C@H:11]([CH2:17][CH:18]([CH3:20])[CH3:19])[CH2:12][C:13]([NH:24][OH:25])=[O:14])[C:4]([NH:6][CH3:7])=[O:5]. The yield is 0.0700. (3) The catalyst is C(Cl)Cl. The reactants are [C:1]([Cl:6])(=O)[C:2](Cl)=[O:3].OC1C(=O)[N:10]([CH2:21][CH2:22][O:23][CH3:24])[S:11](=[O:20])(=[O:19])[C:12]=1[C:13]1[CH:18]=[CH:17][CH:16]=[CH:15][CH:14]=1. The product is [Cl:6][C:1]1[C:2](=[O:3])[N:10]([CH2:21][CH2:22][O:23][CH3:24])[S:11](=[O:19])(=[O:20])[C:12]=1[C:13]1[CH:18]=[CH:17][CH:16]=[CH:15][CH:14]=1. The yield is 0.920. (4) The reactants are [NH2:1][C:2]1[CH:3]=[CH:4][C:5]([O:8][C:9]2[CH:10]=[CH:11][C:12]([F:30])=[C:13]([NH:15][C:16](=[O:29])[C:17]3[CH:22]=[CH:21][CH:20]=[C:19]([C:23]4([C:26]#[N:27])[CH2:25][CH2:24]4)[C:18]=3[Cl:28])[CH:14]=2)=[N:6][CH:7]=1.[S-:31][C:32]#[N:33].[K+].BrBr. The catalyst is C(O)(=O)C. The product is [NH2:33][C:32]1[S:31][C:7]2[C:2]([N:1]=1)=[CH:3][CH:4]=[C:5]([O:8][C:9]1[CH:10]=[CH:11][C:12]([F:30])=[C:13]([NH:15][C:16](=[O:29])[C:17]3[CH:22]=[CH:21][CH:20]=[C:19]([C:23]4([C:26]#[N:27])[CH2:24][CH2:25]4)[C:18]=3[Cl:28])[CH:14]=1)[N:6]=2. The yield is 0.690. (5) The reactants are F.F.F.C(N(CC)CC)C.C(N(CC)CC)C.[Si]([O:35][CH2:36][C@H:37]1[O:41][C@@H:40]([N:42]2[CH:49]=[C:48]([CH3:50])[C:46](=[O:47])[NH:45][C:43]2=[O:44])[C@H:39]([O:51][CH2:52][CH2:53][O:54][N:55]([CH3:57])[CH3:56])[C@@H:38]1[OH:58])(C(C)(C)C)(C1C=CC=CC=1)C1C=CC=CC=1.CO. The catalyst is C1COCC1.C(Cl)Cl. The product is [CH3:56][N:55]([CH3:57])[O:54][CH2:53][CH2:52][O:51][C@@H:39]1[C@H:38]([OH:58])[C@@H:37]([CH2:36][OH:35])[O:41][C@H:40]1[N:42]1[CH:49]=[C:48]([CH3:50])[C:46](=[O:47])[NH:45][C:43]1=[O:44]. The yield is 0.925. (6) The reactants are [CH:1]12[CH2:7][CH:4]([NH:5][CH2:6]1)[CH2:3][N:2]2[C:8]1[CH:13]=[CH:12][C:11]([C:14]2[N:19]3[N:20]=[C:21]([C:33]4[CH:38]=[CH:37][N:36]=[CH:35][CH:34]=4)[C:22]([C:23]4[CH:31]=[CH:30][C:29]([F:32])=[C:28]5[C:24]=4[CH:25]=[N:26][NH:27]5)=[C:18]3[N:17]=[CH:16][CH:15]=2)=[C:10]([F:39])[CH:9]=1.C=O.[C:42](O)(=O)C.[BH-](OC(C)=O)(OC(C)=O)OC(C)=O.[Na+]. The catalyst is CN(C=O)C.O. The product is [F:32][C:29]1[CH:30]=[CH:31][C:23]([C:22]2[C:21]([C:33]3[CH:38]=[CH:37][N:36]=[CH:35][CH:34]=3)=[N:20][N:19]3[C:14]([C:11]4[CH:12]=[CH:13][C:8]([N:2]5[CH2:3][CH:4]6[CH2:7][CH:1]5[CH2:6][N:5]6[CH3:42])=[CH:9][C:10]=4[F:39])=[CH:15][CH:16]=[N:17][C:18]=23)=[C:24]2[C:28]=1[NH:27][N:26]=[CH:25]2. The yield is 0.880. (7) The reactants are Br[CH2:2][CH2:3][CH2:4][C:5]([CH3:15])([CH3:14])[CH2:6][O:7][CH:8]1[CH2:13][CH2:12][CH2:11][CH2:10][O:9]1.[C:16]1(=[O:26])[NH:20][C:19](=[O:21])[C:18]2=[CH:22][CH:23]=[CH:24][CH:25]=[C:17]12.[K]. The catalyst is CN(C=O)C.O. The product is [CH3:14][C:5]([CH3:15])([CH2:4][CH2:3][CH2:2][N:20]1[C:19](=[O:21])[C:18]2=[CH:22][CH:23]=[CH:24][CH:25]=[C:17]2[C:16]1=[O:26])[CH2:6][O:7][CH:8]1[CH2:13][CH2:12][CH2:11][CH2:10][O:9]1. The yield is 0.950.